From a dataset of Catalyst prediction with 721,799 reactions and 888 catalyst types from USPTO. Predict which catalyst facilitates the given reaction. Reactant: [C:1]([C:3]1[CH:4]=[C:5]([CH:24]=[CH:25][CH:26]=1)[C:6]([NH:8][C:9]1[C:10]([NH2:23])=[CH:11][C:12]([O:15][Si:16]([CH3:22])([CH3:21])[C:17]([CH3:20])([CH3:19])[CH3:18])=[CH:13][CH:14]=1)=[O:7])#[N:2].N1C=CC=CC=1.[CH:33]([C:36]1[CH:44]=[CH:43][C:39]([C:40](Cl)=[O:41])=[CH:38][CH:37]=1)([CH3:35])[CH3:34]. Product: [C:1]([C:3]1[CH:4]=[C:5]([CH:24]=[CH:25][CH:26]=1)[C:6]([NH:8][C:9]1[C:10]([NH:23][C:40](=[O:41])[C:39]2[CH:43]=[CH:44][C:36]([CH:33]([CH3:34])[CH3:35])=[CH:37][CH:38]=2)=[CH:11][C:12]([O:15][Si:16]([CH3:21])([CH3:22])[C:17]([CH3:20])([CH3:19])[CH3:18])=[CH:13][CH:14]=1)=[O:7])#[N:2]. The catalyst class is: 2.